Dataset: Full USPTO retrosynthesis dataset with 1.9M reactions from patents (1976-2016). Task: Predict the reactants needed to synthesize the given product. Given the product [CH:1]1([C:5]([NH:7][C:8]2[CH:13]=[C:12]([O:14][C:15]3[CH:16]=[CH:17][C:18]([NH:19][C:28]([NH:27][C:23]4[S:22][CH:26]=[CH:25][N:24]=4)=[O:29])=[CH:20][CH:21]=3)[CH:11]=[CH:10][N:9]=2)=[O:6])[CH2:2][CH2:3][CH2:4]1, predict the reactants needed to synthesize it. The reactants are: [CH:1]1([C:5]([NH:7][C:8]2[CH:13]=[C:12]([O:14][C:15]3[CH:21]=[CH:20][C:18]([NH2:19])=[CH:17][CH:16]=3)[CH:11]=[CH:10][N:9]=2)=[O:6])[CH2:4][CH2:3][CH2:2]1.[S:22]1[CH:26]=[CH:25][N:24]=[C:23]1[NH:27][C:28](=O)[O:29]C1C=CC=CC=1.CS(C)=O.O.